This data is from Forward reaction prediction with 1.9M reactions from USPTO patents (1976-2016). The task is: Predict the product of the given reaction. (1) Given the reactants [CH3:1][Si:2]([CH3:26])([CH3:25])[CH2:3][CH2:4][O:5][CH2:6][N:7]1[CH:11]=[C:10]([C:12]2[N:17]3[CH:18]=[CH:19][N:20]=[C:16]3[CH:15]=[C:14]([C:21]([NH:23][NH2:24])=[O:22])[N:13]=2)[CH:9]=[N:8]1.C(Cl)Cl.C(N(CC)CC)C.[C:37](Cl)(=[O:39])[CH3:38], predict the reaction product. The product is: [C:37]([NH:24][NH:23][C:21]([C:14]1[N:13]=[C:12]([C:10]2[CH:9]=[N:8][N:7]([CH2:6][O:5][CH2:4][CH2:3][Si:2]([CH3:26])([CH3:25])[CH3:1])[CH:11]=2)[N:17]2[CH:18]=[CH:19][N:20]=[C:16]2[CH:15]=1)=[O:22])(=[O:39])[CH3:38]. (2) Given the reactants [NH2:1][C:2]1[CH:7]=[CH:6][C:5]([Br:8])=[CH:4][C:3]=1[C:9]([C:11]1[CH:16]=[CH:15][CH:14]=[C:13]([O:17][CH3:18])[C:12]=1[Cl:19])=[O:10].[BH4-].[Na+], predict the reaction product. The product is: [NH2:1][C:2]1[CH:7]=[CH:6][C:5]([Br:8])=[CH:4][C:3]=1[CH:9]([C:11]1[CH:16]=[CH:15][CH:14]=[C:13]([O:17][CH3:18])[C:12]=1[Cl:19])[OH:10]. (3) Given the reactants [CH3:1][C:2]1[C:6]2[C:7](=[O:20])[N:8]([CH2:12][CH2:13][N:14]3[CH2:19][CH2:18][CH2:17][CH2:16][CH2:15]3)[CH2:9][CH2:10][CH2:11][C:5]=2[NH:4][C:3]=1[CH:21]=O.[F:23][C:24]1[C:29]([F:30])=[CH:28][CH:27]=[CH:26][C:25]=1[C:31]1[CH:39]=[CH:38][CH:37]=[C:36]2[C:32]=1[CH2:33][C:34](=[O:40])[NH:35]2, predict the reaction product. The product is: [F:23][C:24]1[C:29]([F:30])=[CH:28][CH:27]=[CH:26][C:25]=1[C:31]1[CH:39]=[CH:38][CH:37]=[C:36]2[C:32]=1/[C:33](=[CH:21]/[C:3]1[NH:4][C:5]3[CH2:11][CH2:10][CH2:9][N:8]([CH2:12][CH2:13][N:14]4[CH2:19][CH2:18][CH2:17][CH2:16][CH2:15]4)[C:7](=[O:20])[C:6]=3[C:2]=1[CH3:1])/[C:34](=[O:40])[NH:35]2.